The task is: Predict the reactants needed to synthesize the given product.. This data is from Full USPTO retrosynthesis dataset with 1.9M reactions from patents (1976-2016). (1) The reactants are: [Br:1]Br.[Cl:3][C:4]1[CH:5]=[C:6]([C:11](=[O:14])[CH2:12][CH3:13])[CH:7]=[CH:8][C:9]=1[Cl:10]. Given the product [Br:1][CH:12]([CH3:13])[C:11]([C:6]1[CH:7]=[CH:8][C:9]([Cl:10])=[C:4]([Cl:3])[CH:5]=1)=[O:14], predict the reactants needed to synthesize it. (2) Given the product [CH3:15][C:6]1([CH3:16])[CH2:5][CH2:4][C:3]2[C:8](=[C:9]([CH3:14])[C:10]([CH3:13])=[C:11]([OH:12])[C:2]=2[C:24]2[CH:23]=[CH:22][CH:21]=[C:20]([N+:17]([O-:19])=[O:18])[CH:25]=2)[O:7]1, predict the reactants needed to synthesize it. The reactants are: Br[C:2]1[C:11]([OH:12])=[C:10]([CH3:13])[C:9]([CH3:14])=[C:8]2[C:3]=1[CH2:4][CH2:5][C:6]([CH3:16])([CH3:15])[O:7]2.[N+:17]([C:20]1[CH:21]=[C:22](B(O)O)[CH:23]=[CH:24][CH:25]=1)([O-:19])=[O:18].O. (3) Given the product [CH3:1][O:2][C:3](=[O:24])[C@H:4]([N:8]([S:9]([C:12]1[CH:23]=[CH:22][C:15]2[N:16]=[C:17]([S:19][CH2:20][CH3:21])[S:18][C:14]=2[CH:13]=1)(=[O:11])=[O:10])[CH2:31][C:32]1[CH:37]=[CH:36][CH:35]=[CH:34][CH:33]=1)[CH:5]([CH3:7])[CH3:6], predict the reactants needed to synthesize it. The reactants are: [CH3:1][O:2][C:3](=[O:24])[C@H:4]([NH:8][S:9]([C:12]1[CH:23]=[CH:22][C:15]2[N:16]=[C:17]([S:19][CH2:20][CH3:21])[S:18][C:14]=2[CH:13]=1)(=[O:11])=[O:10])[CH:5]([CH3:7])[CH3:6].C([O-])([O-])=O.[K+].[K+].[CH2:31](Br)[C:32]1[CH:37]=[CH:36][CH:35]=[CH:34][CH:33]=1.C(OC(=O)C)C. (4) Given the product [C:28]([C:3]1[CH:8]=[CH:7][N:6]=[C:5]([NH:9][C:10](=[O:26])[C:11]2[CH:16]=[CH:15][C:14]([B:17]3[O:18][C:19]([CH3:25])([CH3:24])[C:20]([CH3:22])([CH3:23])[O:21]3)=[CH:13][CH:12]=2)[CH:4]=1)#[N:27], predict the reactants needed to synthesize it. The reactants are: CO[C:3]1[CH:8]=[CH:7][N:6]=[C:5]([NH:9][C:10](=[O:26])[C:11]2[CH:16]=[CH:15][C:14]([B:17]3[O:21][C:20]([CH3:23])([CH3:22])[C:19]([CH3:25])([CH3:24])[O:18]3)=[CH:13][CH:12]=2)[CH:4]=1.[NH2:27][C:28]1C=C(C=CN=1)C#N. (5) Given the product [C:14]([C:11]1[N:12]([CH3:13])[C:8]([C:5]2[CH:6]=[CH:7][C:2]([NH:1][C:16](=[O:19])[CH2:17][CH3:18])=[CH:3][CH:4]=2)=[CH:9][CH:10]=1)#[N:15], predict the reactants needed to synthesize it. The reactants are: [NH2:1][C:2]1[CH:7]=[CH:6][C:5]([C:8]2[N:12]([CH3:13])[C:11]([C:14]#[N:15])=[CH:10][CH:9]=2)=[CH:4][CH:3]=1.[C:16](Cl)(=[O:19])[CH2:17][CH3:18].